This data is from Full USPTO retrosynthesis dataset with 1.9M reactions from patents (1976-2016). The task is: Predict the reactants needed to synthesize the given product. (1) Given the product [C:1]([O:5][C:6]([N:8]1[CH2:12][CH2:11][CH2:10][CH2:9]1)=[O:7])([CH3:4])([CH3:2])[CH3:3], predict the reactants needed to synthesize it. The reactants are: [C:1]([O:5][C:6]([N:8]1[CH2:12][CH2:11][C@@H:10](O)[CH2:9]1)=[O:7])([CH3:4])([CH3:3])[CH3:2].C1(P(C2C=CC=CC=2)C2C=CC=CC=2)C=CC=CC=1.N(C(OC(C)C)=O)=NC(OC(C)C)=O.COC(=O)/C=C/C1C=CC(O)=CC=1. (2) Given the product [NH:29]1[CH2:30][CH:27]([N:20]2[C:21]3[C:26](=[CH:25][CH:24]=[CH:23][CH:22]=3)[CH:18]([CH2:17][CH2:16][CH2:15][CH2:14][CH2:13][CH2:12][NH:11][C:9]([NH:8][CH2:7][C:3]3[CH:2]=[N:1][CH:6]=[CH:5][CH:4]=3)=[O:10])[CH2:19]2)[CH2:28]1, predict the reactants needed to synthesize it. The reactants are: [N:1]1[CH:6]=[CH:5][CH:4]=[C:3]([CH2:7][NH:8][C:9]([NH:11][CH2:12][CH2:13][CH2:14][CH2:15][CH2:16][CH2:17][CH:18]2[C:26]3[C:21](=[CH:22][CH:23]=[CH:24][CH:25]=3)[N:20]([CH:27]3[CH2:30][N:29](C(OC(C)(C)C)=O)[CH2:28]3)[CH2:19]2)=[O:10])[CH:2]=1.Cl. (3) Given the product [CH3:27][C@H:25]1[O:26][C@@H:21]([CH3:20])[CH2:22][N:23]([C:2]2[N:7]=[C:6]([N:8]3[CH2:13][CH2:12][O:11][CH2:10][C@@H:9]3[CH3:14])[CH:5]=[C:4]([CH2:15][S:16]([CH3:19])(=[O:18])=[O:17])[N:3]=2)[CH2:24]1, predict the reactants needed to synthesize it. The reactants are: Cl[C:2]1[N:7]=[C:6]([N:8]2[CH2:13][CH2:12][O:11][CH2:10][C@@H:9]2[CH3:14])[CH:5]=[C:4]([CH2:15][S:16]([CH3:19])(=[O:18])=[O:17])[N:3]=1.[CH3:20][C@H:21]1[O:26][C@@H:25]([CH3:27])[CH2:24][NH:23][CH2:22]1.C(=O)([O-])[O-].[Na+].[Na+]. (4) The reactants are: C(O[C:6]([N:8]1[CH2:12][CH2:11][CH2:10][C@@H:9]1[C:13](=[O:24])[NH:14][C:15]1[CH:16]([O:21][CH2:22][CH3:23])[O:17][C:18](=[O:20])[CH:19]=1)=[O:7])(C)(C)C.N1C(C)=CC=CC=1C.C[Si](OS(C(F)(F)F)(=O)=O)(C)C.C(=O)(O)[O-].[Na+].[CH2:50]([O:57][C:58]([NH:60][CH:61]([C:65]([CH3:68])([CH3:67])[CH3:66])C(O)=O)=[O:59])[C:51]1[CH:56]=[CH:55][CH:54]=[CH:53][CH:52]=1.C(Cl)CCl.C1C=CC2N(O)N=NC=2C=1. Given the product [CH2:50]([O:57][C:58](=[O:59])[NH:60][CH:61]([C:6]([N:8]1[CH2:12][CH2:11][CH2:10][CH:9]1[C:13](=[O:24])[NH:14][CH:15]1[CH2:19][C:18](=[O:20])[O:17][CH:16]1[O:21][CH2:22][CH3:23])=[O:7])[C:65]([CH3:67])([CH3:66])[CH3:68])[C:51]1[CH:56]=[CH:55][CH:54]=[CH:53][CH:52]=1, predict the reactants needed to synthesize it.